This data is from Reaction yield outcomes from USPTO patents with 853,638 reactions. The task is: Predict the reaction yield, written as a fraction of the theoretical maximum amount of product (1.0 means a 100% yield; for example, 0.34 means a 34% yield). (1) The reactants are [Br:1][C:2]1[CH:3]=[C:4]2[C:9](=[CH:10][CH:11]=1)[O:8][CH2:7][C:6]([CH3:13])([CH3:12])[C:5]2([NH:16]S(C(C)(C)C)=O)[CH:14]=[CH2:15].Cl.[OH-].[K+]. The catalyst is O1CCOCC1. The product is [Br:1][C:2]1[CH:3]=[C:4]2[C:9](=[CH:10][CH:11]=1)[O:8][CH2:7][C:6]([CH3:12])([CH3:13])[C:5]2([CH:14]=[CH2:15])[NH2:16]. The yield is 1.00. (2) The reactants are [CH3:1][S:2]([N:5]1[CH2:10][CH2:9][C:8]2[N:11]([CH2:24][CH2:25][CH:26]=O)[N:12]=[C:13]([C:14]3[CH:19]=[CH:18][C:17]([C:20]([F:23])([F:22])[F:21])=[CH:16][CH:15]=3)[C:7]=2[CH2:6]1)(=[O:4])=[O:3].[Cl:28][C:29]1[CH:34]=[CH:33][CH:32]=[C:31]([N+:35]([O-:37])=[O:36])[C:30]=1[N:38]1[CH2:43][CH2:42][NH:41][CH2:40][CH2:39]1.S([O-])([O-])(=O)=O.[Na+].[Na+].C(O[BH-](OC(=O)C)OC(=O)C)(=O)C.[Na+]. The catalyst is C(Cl)Cl. The product is [Cl:28][C:29]1[CH:34]=[CH:33][CH:32]=[C:31]([N+:35]([O-:37])=[O:36])[C:30]=1[N:38]1[CH2:43][CH2:42][N:41]([CH2:26][CH2:25][CH2:24][N:11]2[C:8]3[CH2:9][CH2:10][N:5]([S:2]([CH3:1])(=[O:4])=[O:3])[CH2:6][C:7]=3[C:13]([C:14]3[CH:19]=[CH:18][C:17]([C:20]([F:23])([F:22])[F:21])=[CH:16][CH:15]=3)=[N:12]2)[CH2:40][CH2:39]1. The yield is 0.490. (3) The reactants are [NH2:1][CH:2]1[CH2:7][CH2:6][CH:5]([NH:8][C:9](=[O:15])[O:10][C:11]([CH3:14])([CH3:13])[CH3:12])[CH2:4][CH2:3]1.[N+:16]([C:19]1[CH:20]=[C:21]([CH:24]=[CH:25][CH:26]=1)[CH:22]=O)([O-:18])=[O:17].[BH-](OC(C)=O)(OC(C)=O)OC(C)=O.[Na+]. The catalyst is CO. The product is [N+:16]([C:19]1[CH:20]=[C:21]([CH:24]=[CH:25][CH:26]=1)[CH2:22][NH:1][CH:2]1[CH2:7][CH2:6][CH:5]([NH:8][C:9](=[O:15])[O:10][C:11]([CH3:12])([CH3:14])[CH3:13])[CH2:4][CH2:3]1)([O-:18])=[O:17]. The yield is 0.830.